This data is from Forward reaction prediction with 1.9M reactions from USPTO patents (1976-2016). The task is: Predict the product of the given reaction. (1) Given the reactants [Cl:1][C:2]1[C:11]2[C:6](=[CH:7][CH:8]=[CH:9][CH:10]=2)[C:5]([NH:12][NH2:13])=[N:4][N:3]=1.[CH3:14][O:15][C:16]1[CH:24]=[CH:23][C:19]([C:20](Cl)=O)=[CH:18][CH:17]=1, predict the reaction product. The product is: [Cl:1][C:2]1[C:11]2[C:6](=[CH:7][CH:8]=[CH:9][CH:10]=2)[C:5]2=[N:12][N:13]=[C:20]([C:19]3[CH:23]=[CH:24][C:16]([O:15][CH3:14])=[CH:17][CH:18]=3)[N:4]2[N:3]=1. (2) Given the reactants [NH2:1][C:2]1[CH:3]=[CH:4][C:5]([N:10]2[CH:14]=[N:13][C:12]([CH3:15])=[N:11]2)=[C:6]([CH:9]=1)[C:7]#[N:8].[C:16](N1C=CC=CC1=O)(N1C=CC=CC1=O)=[S:17], predict the reaction product. The product is: [N:1]([C:2]1[CH:3]=[CH:4][C:5]([N:10]2[CH:14]=[N:13][C:12]([CH3:15])=[N:11]2)=[C:6]([CH:9]=1)[C:7]#[N:8])=[C:16]=[S:17]. (3) Given the reactants [C:1]([O:5][C:6]([N:8]1[C:17]2[C:12](=[CH:13][CH:14]=[CH:15][CH:16]=2)[CH:11]=[CH:10][C:9]1([CH3:19])[CH3:18])=[O:7])([CH3:4])([CH3:3])[CH3:2].B.C1C[O:24]CC1.C1C=C[NH+]=CC=1.[O-][Cr](Cl)(=O)=O, predict the reaction product. The product is: [C:1]([O:5][C:6]([N:8]1[C:17]2[C:12](=[CH:13][CH:14]=[CH:15][CH:16]=2)[C:11](=[O:24])[CH2:10][C:9]1([CH3:19])[CH3:18])=[O:7])([CH3:4])([CH3:2])[CH3:3]. (4) Given the reactants [CH3:1][O:2][C:3]([C:5]1[CH:6]=[C:7]([CH:11]=[C:12]([C:14]([O:16][CH3:17])=[O:15])[CH:13]=1)[C:8](O)=[O:9])=[O:4].S(Cl)(C1C=CC(C)=CC=1)(=O)=O.[C:29]([OH:33])([CH3:32])([CH3:31])[CH3:30].C(O)(=O)CC(CC(O)=O)(C(O)=O)O, predict the reaction product. The product is: [C:7]1([C:8]([O:33][C:29]([CH3:32])([CH3:31])[CH3:30])=[O:9])[CH:6]=[C:5]([C:3]([O:2][CH3:1])=[O:4])[CH:13]=[C:12]([C:14]([O:16][CH3:17])=[O:15])[CH:11]=1. (5) Given the reactants [F:1][C:2]([F:12])([C:5]([F:11])([F:10])[C:6]([F:9])([F:8])[F:7])[CH2:3][OH:4].F[C:14]1[CH:21]=[CH:20][C:17]([CH:18]=[O:19])=[CH:16][CH:15]=1.[H-].[Na+], predict the reaction product. The product is: [F:1][C:2]([F:12])([C:5]([F:10])([F:11])[C:6]([F:7])([F:8])[F:9])[CH2:3][O:4][C:14]1[CH:21]=[CH:20][C:17]([CH:18]=[O:19])=[CH:16][CH:15]=1. (6) Given the reactants [Cl:1][C:2]1[C:11]2[N:12]=[C:13]([CH2:18][O:19][CH2:20][CH3:21])[N:14]([CH2:15][CH2:16][NH2:17])[C:10]=2[C:9]2[CH:8]=[CH:7][CH:6]=[CH:5][C:4]=2[N:3]=1.[C:22]1(=[O:27])[CH2:26][CH2:25][CH2:24][CH2:23]1.S([O-])([O-])(=O)=O.[Mg+2].[CH:34](=[N:36]O)[CH3:35].ClN1C(=O)CCC1=O.C(N(CC)CC)C, predict the reaction product. The product is: [Cl:1][C:2]1[C:11]2[N:12]=[C:13]([CH2:18][O:19][CH2:20][CH3:21])[N:14]([CH2:15][CH2:16][N:17]3[C:22]4([CH2:26][CH2:25][CH2:24][CH2:23]4)[O:27][N:36]=[C:34]3[CH3:35])[C:10]=2[C:9]2[CH:8]=[CH:7][CH:6]=[CH:5][C:4]=2[N:3]=1. (7) Given the reactants C(O[BH-](OC(=O)C)OC(=O)C)(=O)C.[Na+].[CH2:15]([N:22]1[CH2:27][CH2:26][CH:25]([N:28]([CH2:36][C:37]2[N:38]=[C:39]([CH:61]=O)[N:40]([C:42]([C:55]3[CH:60]=[CH:59][CH:58]=[CH:57][CH:56]=3)([C:49]3[CH:54]=[CH:53][CH:52]=[CH:51][CH:50]=3)[C:43]3[CH:48]=[CH:47][CH:46]=[CH:45][CH:44]=3)[CH:41]=2)[C:29](=[O:35])[O:30][C:31]([CH3:34])([CH3:33])[CH3:32])[CH2:24][CH2:23]1)[C:16]1[CH:21]=[CH:20][CH:19]=[CH:18][CH:17]=1.[CH3:63][NH:64][CH3:65].C(=O)([O-])[O-].[K+].[K+], predict the reaction product. The product is: [CH2:15]([N:22]1[CH2:27][CH2:26][CH:25]([N:28]([CH2:36][C:37]2[N:38]=[C:39]([CH2:61][N:64]([CH3:65])[CH3:63])[N:40]([C:42]([C:55]3[CH:56]=[CH:57][CH:58]=[CH:59][CH:60]=3)([C:49]3[CH:54]=[CH:53][CH:52]=[CH:51][CH:50]=3)[C:43]3[CH:44]=[CH:45][CH:46]=[CH:47][CH:48]=3)[CH:41]=2)[C:29](=[O:35])[O:30][C:31]([CH3:33])([CH3:32])[CH3:34])[CH2:24][CH2:23]1)[C:16]1[CH:17]=[CH:18][CH:19]=[CH:20][CH:21]=1. (8) Given the reactants [NH2:1][C:2]1[N:3]([CH2:16][CH2:17][CH2:18]O)[C:4]2[C:13]3[CH:12]=[CH:11][CH:10]=[CH:9][C:8]=3[N:7]=[C:6]([Cl:14])[C:5]=2[N:15]=1.S(Cl)([Cl:22])=O, predict the reaction product. The product is: [Cl:14][C:6]1[C:5]2[N:15]=[C:2]([NH2:1])[N:3]([CH2:16][CH2:17][CH2:18][Cl:22])[C:4]=2[C:13]2[CH:12]=[CH:11][CH:10]=[CH:9][C:8]=2[N:7]=1. (9) The product is: [N:1]1[CH:6]=[CH:5][CH:4]=[C:3]([C:7]2[N:11]=[C:10]([C:12]3[CH:13]=[C:14]([CH:22]=[CH:23][CH:24]=3)[C:15]([OH:17])=[O:16])[O:9][N:8]=2)[CH:2]=1. Given the reactants [N:1]1[CH:6]=[CH:5][CH:4]=[C:3]([C:7]2[N:11]=[C:10]([C:12]3[CH:13]=[C:14]([CH:22]=[CH:23][CH:24]=3)[C:15]([O:17]C(C)(C)C)=[O:16])[O:9][N:8]=2)[CH:2]=1.FC(F)(F)C(O)=O, predict the reaction product.